Dataset: Reaction yield outcomes from USPTO patents with 853,638 reactions. Task: Predict the reaction yield, written as a fraction of the theoretical maximum amount of product (1.0 means a 100% yield; for example, 0.34 means a 34% yield). The reactants are [SH:1][C:2]1[O:3][C:4]2[C:13]3[CH:12]([CH2:14][CH2:15][NH:16][C:17](=[O:19])[CH3:18])[CH2:11][CH2:10][C:9]=3[CH:8]=[CH:7][C:5]=2[N:6]=1.IC.[C:22](=O)([O-])[O-].[K+].[K+]. The catalyst is CN(C)C=O.C(OCC)C. The product is [CH3:22][S:1][C:2]1[O:3][C:4]2[C:13]3[CH:12]([CH2:14][CH2:15][NH:16][C:17](=[O:19])[CH3:18])[CH2:11][CH2:10][C:9]=3[CH:8]=[CH:7][C:5]=2[N:6]=1. The yield is 0.720.